From a dataset of Full USPTO retrosynthesis dataset with 1.9M reactions from patents (1976-2016). Predict the reactants needed to synthesize the given product. The reactants are: [CH3:1][O:2][C:3]([C@@H:5]1[CH2:32][C@@H:31]2[CH2:33][N:6]1[C:7](=[O:40])[C@H:8]([C:36]([CH3:39])([CH3:38])[CH3:37])[NH:9][C:10](=[O:35])[O:11][C@@H:12]1[CH2:34][C@H:13]1[CH2:14][CH2:15][CH2:16][CH2:17][CH2:18][C:19]1[C:20]([O:30]2)=[N:21][C:22]2[CH:23]=[CH:24][CH:25]=[CH:26][C:27]=2[C:28]=1[OH:29])=[O:4].[S:41](O[S:41]([C:44]([F:47])([F:46])[F:45])(=[O:43])=[O:42])([C:44]([F:47])([F:46])[F:45])(=[O:43])=[O:42].O. Given the product [CH3:1][O:2][C:3]([C@@H:5]1[CH2:32][C@@H:31]2[CH2:33][N:6]1[C:7](=[O:40])[C@H:8]([C:36]([CH3:37])([CH3:39])[CH3:38])[NH:9][C:10](=[O:35])[O:11][C@@H:12]1[CH2:34][C@H:13]1[CH2:14][CH2:15][CH2:16][CH2:17][CH2:18][C:19]1[C:20]([O:30]2)=[N:21][C:22]2[CH:23]=[CH:24][CH:25]=[CH:26][C:27]=2[C:28]=1[O:29][S:41]([C:44]([F:47])([F:46])[F:45])(=[O:43])=[O:42])=[O:4], predict the reactants needed to synthesize it.